From a dataset of Full USPTO retrosynthesis dataset with 1.9M reactions from patents (1976-2016). Predict the reactants needed to synthesize the given product. (1) Given the product [CH:27]1([C:33]2[O:34][C:35]([CH3:51])=[C:36]([CH2:38][CH2:39][O:13][C:10]3[CH:11]=[CH:12][C:7]([CH2:6][C:5]([CH3:25])([O:14][C:15]4[CH:20]=[CH:19][C:18]([C:21]([F:22])([F:23])[F:24])=[CH:17][CH:16]=4)[C:4]([OH:3])=[O:26])=[CH:8][CH:9]=3)[N:37]=2)[CH2:28][CH2:29][CH2:30][CH2:31][CH2:32]1, predict the reactants needed to synthesize it. The reactants are: C([O:3][C:4](=[O:26])[C:5]([CH3:25])([O:14][C:15]1[CH:20]=[CH:19][C:18]([C:21]([F:24])([F:23])[F:22])=[CH:17][CH:16]=1)[CH2:6][C:7]1[CH:12]=[CH:11][C:10]([OH:13])=[CH:9][CH:8]=1)C.[CH:27]1([C:33]2[O:34][C:35]([CH3:51])=[C:36]([CH2:38][CH2:39]OS(C3C=CC(C)=CC=3)(=O)=O)[N:37]=2)[CH2:32][CH2:31][CH2:30][CH2:29][CH2:28]1.[K+].[Br-]. (2) Given the product [CH:1]1([C:4]2[C:9]([C:10]3[CH:11]=[N:12][CH:13]=[CH:14][CH:15]=3)=[CH:8][C:7]([C:16]#[N:17])=[C:6]([N:18]3[CH2:23][CH2:22][N:21]([C:30](=[O:31])[CH2:29][C:28]([F:34])([F:33])[F:27])[C@H:20]([CH:24]4[CH2:25][CH2:26]4)[CH2:19]3)[N:5]=2)[CH2:3][CH2:2]1, predict the reactants needed to synthesize it. The reactants are: [CH:1]1([C:4]2[C:9]([C:10]3[CH:11]=[N:12][CH:13]=[CH:14][CH:15]=3)=[CH:8][C:7]([C:16]#[N:17])=[C:6]([N:18]3[CH2:23][CH2:22][NH:21][C@H:20]([CH:24]4[CH2:26][CH2:25]4)[CH2:19]3)[N:5]=2)[CH2:3][CH2:2]1.[F:27][C:28]([F:34])([F:33])[CH2:29][C:30](O)=[O:31].C1C=CC2N(O)N=NC=2C=1.CCN=C=NCCCN(C)C. (3) Given the product [CH2:12]([CH:14]([O:11][C:4]1[C:5]([O:9][CH3:10])=[CH:6][CH:7]=[CH:8][C:3]=1[O:2][CH3:1])[CH2:15][CH3:16])[CH3:13], predict the reactants needed to synthesize it. The reactants are: [CH3:1][O:2][C:3]1[CH:8]=[CH:7][CH:6]=[C:5]([O:9][CH3:10])[C:4]=1[OH:11].[CH2:12]([CH:14](OS(C)(=O)=O)[CH2:15][CH3:16])[CH3:13].CC([O-])(C)C.[K+].Cl. (4) The reactants are: C1C=CC(P(C2C(C3C(P(C4C=CC=CC=4)C4C=CC=CC=4)=CC=C4C=3C=CC=C4)=C3C(C=CC=C3)=CC=2)C2C=CC=CC=2)=CC=1.Cl[C:48]1[N:53]=[CH:52][C:51]([CH:54]([CH3:60])[C:55]([O:57][CH2:58][CH3:59])=[O:56])=[CH:50][CH:49]=1.[Cl:61][C:62]1[CH:70]=[CH:69][C:65]([C:66]([NH2:68])=[O:67])=[CH:64][CH:63]=1.C(=O)([O-])[O-].[Cs+].[Cs+]. Given the product [Cl:61][C:62]1[CH:70]=[CH:69][C:65]([C:66]([NH:68][C:48]2[N:53]=[CH:52][C:51]([CH:54]([CH3:60])[C:55]([O:57][CH2:58][CH3:59])=[O:56])=[CH:50][CH:49]=2)=[O:67])=[CH:64][CH:63]=1, predict the reactants needed to synthesize it.